From a dataset of Full USPTO retrosynthesis dataset with 1.9M reactions from patents (1976-2016). Predict the reactants needed to synthesize the given product. (1) The reactants are: C([N:8]1[CH2:12][CH:11]([OH:13])[CH:10]([NH:14][C:15]([C:17]2[C:21]([CH3:22])=[C:20](/[CH:23]=[C:24]3\[C:25](=[O:34])[NH:26][C:27]4[C:32]\3=[CH:31][C:30]([F:33])=[CH:29][CH:28]=4)[NH:19][C:18]=2[CH3:35])=[O:16])[CH2:9]1)C1C=CC=CC=1.CN(C=O)C. Given the product [OH:13][CH:11]1[CH2:12][NH:8][CH2:9][CH:10]1[NH:14][C:15]([C:17]1[C:21]([CH3:22])=[C:20](/[CH:23]=[C:24]2\[C:25](=[O:34])[NH:26][C:27]3[C:32]\2=[CH:31][C:30]([F:33])=[CH:29][CH:28]=3)[NH:19][C:18]=1[CH3:35])=[O:16], predict the reactants needed to synthesize it. (2) Given the product [Cl:1][CH2:2][CH2:3][CH2:4][O:5][C:6]1[CH:7]=[CH:8][C:9]([C:12]2[S:13][C:14]3[CH2:15][N:16]([C:24]([NH:23][CH2:21][CH3:22])=[O:25])[CH2:17][CH2:18][C:19]=3[N:20]=2)=[CH:10][CH:11]=1, predict the reactants needed to synthesize it. The reactants are: [Cl:1][CH2:2][CH2:3][CH2:4][O:5][C:6]1[CH:11]=[CH:10][C:9]([C:12]2[S:13][C:14]3[CH2:15][NH:16][CH2:17][CH2:18][C:19]=3[N:20]=2)=[CH:8][CH:7]=1.[CH2:21]([N:23]=[C:24]=[O:25])[CH3:22]. (3) Given the product [CH3:6][C:2]([O:7][CH2:8][C:9]1[CH:14]=[CH:13][C:12](/[CH:15]=[CH:16]\[CH2:17][N:18]2[CH:22]=[CH:21][CH:20]=[C:19]2[C:23](=[O:31])[C:24]2[CH:29]=[CH:28][C:27]([CH3:30])=[CH:26][CH:25]=2)=[CH:11][CH:10]=1)([CH3:1])[C:3]([O-:5])=[O:4].[Na+:33], predict the reactants needed to synthesize it. The reactants are: [CH3:1][C:2]([O:7][CH2:8][C:9]1[CH:14]=[CH:13][C:12](/[CH:15]=[CH:16]\[CH2:17][N:18]2[CH:22]=[CH:21][CH:20]=[C:19]2[C:23](=[O:31])[C:24]2[CH:29]=[CH:28][C:27]([CH3:30])=[CH:26][CH:25]=2)=[CH:11][CH:10]=1)([CH3:6])[C:3]([OH:5])=[O:4].[OH-].[Na+:33].CO. (4) Given the product [Cl:1][C:2]1[CH:9]=[CH:8][C:5]([CH:6]=[O:7])=[C:4]([N:17]2[CH2:16][CH:15]3[CH2:11][N:12]([C:19]([O:21][C:22]([CH3:25])([CH3:24])[CH3:23])=[O:20])[CH2:13][CH:14]3[CH2:18]2)[CH:3]=1, predict the reactants needed to synthesize it. The reactants are: [Cl:1][C:2]1[CH:9]=[CH:8][C:5]([CH:6]=[O:7])=[C:4](F)[CH:3]=1.[CH2:11]1[CH:15]2[CH2:16][NH:17][CH2:18][CH:14]2[CH2:13][N:12]1[C:19]([O:21][C:22]([CH3:25])([CH3:24])[CH3:23])=[O:20].CS(C)=O.C([O-])([O-])=O.[K+].[K+]. (5) The reactants are: [F:1][C:2]1[CH:7]=[CH:6][C:5]([C:8]([F:11])([F:10])[F:9])=[CH:4][C:3]=1[N:12]=[C:13]=[O:14].[NH2:15][C:16]1[S:17][C:18]([Br:21])=[CH:19][N:20]=1. Given the product [Br:21][C:18]1[S:17][C:16]([NH:15][C:13]([NH:12][C:3]2[CH:4]=[C:5]([C:8]([F:11])([F:10])[F:9])[CH:6]=[CH:7][C:2]=2[F:1])=[O:14])=[N:20][CH:19]=1, predict the reactants needed to synthesize it. (6) Given the product [F:1][C:2]1[CH:3]=[C:4]([CH2:9][CH2:10][CH2:11][NH:12][C@H:16]2[CH2:17][CH2:18][C@H:13]([C:20]3[CH:29]=[CH:28][C:23]4[NH:24][C:25](=[O:27])[O:26][C:22]=4[CH:21]=3)[CH2:14][CH2:15]2)[CH:5]=[C:6]([F:8])[CH:7]=1, predict the reactants needed to synthesize it. The reactants are: [F:1][C:2]1[CH:3]=[C:4]([CH2:9][CH2:10][CH2:11][NH2:12])[CH:5]=[C:6]([F:8])[CH:7]=1.[CH:13]1([C:20]2[CH:29]=[CH:28][C:23]3[NH:24][C:25](=[O:27])[O:26][C:22]=3[CH:21]=2)[CH2:18][CH2:17][C:16](=O)[CH2:15][CH2:14]1.